Dataset: Full USPTO retrosynthesis dataset with 1.9M reactions from patents (1976-2016). Task: Predict the reactants needed to synthesize the given product. (1) Given the product [Cl:1][C:2]1[CH:3]=[C:4]([C:5]([NH:38][CH2:37][C:34]2[CH:33]=[CH:32][C:31]([S:28]([CH3:27])(=[O:30])=[O:29])=[CH:36][CH:35]=2)=[O:6])[CH:8]=[CH:9][C:10]=1[C:11]([NH:12][C:13]1[CH:18]=[CH:17][C:16]([Cl:19])=[C:15]([C:20]2[CH:25]=[CH:24][CH:23]=[CH:22][N:21]=2)[CH:14]=1)=[O:26], predict the reactants needed to synthesize it. The reactants are: [Cl:1][C:2]1[CH:3]=[C:4]([CH:8]=[CH:9][C:10]=1[C:11](=[O:26])[NH:12][C:13]1[CH:18]=[CH:17][C:16]([Cl:19])=[C:15]([C:20]2[CH:25]=[CH:24][CH:23]=[CH:22][N:21]=2)[CH:14]=1)[C:5](O)=[O:6].[CH3:27][S:28]([C:31]1[CH:36]=[CH:35][C:34]([CH2:37][NH2:38])=[CH:33][CH:32]=1)(=[O:30])=[O:29]. (2) Given the product [C:1]1([S:7]([N:10]2[C:18]3[C:13](=[CH:14][CH:15]=[CH:16][CH:17]=3)[C:12]([C:23]3[N:28]=[C:27]([NH2:29])[N:26]=[C:25]([NH:30][CH3:31])[CH:24]=3)=[CH:11]2)(=[O:9])=[O:8])[CH:6]=[CH:5][CH:4]=[CH:3][CH:2]=1, predict the reactants needed to synthesize it. The reactants are: [C:1]1([S:7]([N:10]2[C:18]3[C:13](=[CH:14][CH:15]=[CH:16][CH:17]=3)[C:12](B(O)O)=[CH:11]2)(=[O:9])=[O:8])[CH:6]=[CH:5][CH:4]=[CH:3][CH:2]=1.Cl[C:23]1[N:28]=[C:27]([NH2:29])[N:26]=[C:25]([NH:30][CH3:31])[CH:24]=1. (3) Given the product [CH2:1]([N:5]1[CH2:18][CH2:17][C:7]2([CH2:8][CH2:9][C:10](=[O:11])[CH2:15][CH2:16]2)[CH2:6]1)[CH2:2][CH2:3][CH3:4], predict the reactants needed to synthesize it. The reactants are: [CH2:1]([N:5]1[CH2:18][CH2:17][C:7]2([CH2:16][CH2:15][C:10]3(OCC[O:11]3)[CH2:9][CH2:8]2)[CH2:6]1)[CH2:2][CH2:3][CH3:4]. (4) Given the product [CH2:14]([O:13][C:11]([C:10]1[CH:9]([C:3]2[CH:4]=[CH:5][C:6]([F:8])=[CH:7][C:2]=2[F:1])[NH:29][C:27]([O:26][CH3:25])=[N:28][C:21]=1[CH2:22][CH3:23])=[O:12])[C:15]1[CH:20]=[CH:19][CH:18]=[CH:17][CH:16]=1, predict the reactants needed to synthesize it. The reactants are: [F:1][C:2]1[CH:7]=[C:6]([F:8])[CH:5]=[CH:4][C:3]=1[CH:9]=[C:10]([C:21](=O)[CH2:22][CH3:23])[C:11]([O:13][CH2:14][C:15]1[CH:20]=[CH:19][CH:18]=[CH:17][CH:16]=1)=[O:12].[CH3:25][O:26][C:27]([NH2:29])=[NH:28].[CH3:25][O:26][C:27]([NH2:29])=[NH:28].OS(O)(=O)=O.C([O-])(O)=O.[Na+]. (5) Given the product [F:29][C:3]([F:2])([F:28])[C:4]1[CH:5]=[C:6]([CH:21]=[C:22]([C:24]([F:27])([F:25])[F:26])[CH:23]=1)[CH2:7][O:8][C@H:9]1[CH2:14][CH2:13][N:12]([C:37]([NH:36][C:30]2[CH:35]=[CH:34][CH:33]=[CH:32][CH:31]=2)=[O:38])[CH2:11][C@H:10]1[C:15]1[CH:16]=[CH:17][CH:18]=[CH:19][CH:20]=1, predict the reactants needed to synthesize it. The reactants are: Cl.[F:2][C:3]([F:29])([F:28])[C:4]1[CH:5]=[C:6]([CH:21]=[C:22]([C:24]([F:27])([F:26])[F:25])[CH:23]=1)[CH2:7][O:8][C@H:9]1[CH2:14][CH2:13][NH:12][CH2:11][C@H:10]1[C:15]1[CH:20]=[CH:19][CH:18]=[CH:17][CH:16]=1.[C:30]1([N:36]=[C:37]=[O:38])[CH:35]=[CH:34][CH:33]=[CH:32][CH:31]=1. (6) Given the product [CH2:1]([C:3]1[CH:4]=[C:5]([CH2:28][N:29]2[CH2:32][CH:31]([C:33]([OH:35])=[O:34])[CH2:30]2)[S:6][C:7]=1[C:8]1[N:12]=[C:11]([C:13]2[CH:18]=[CH:17][C:16]([O:19][C:20]3[CH:25]=[CH:24][CH:23]=[C:22]([F:26])[CH:21]=3)=[C:15]([F:27])[CH:14]=2)[O:10][N:9]=1)[CH3:2], predict the reactants needed to synthesize it. The reactants are: [CH2:1]([C:3]1[CH:4]=[C:5]([CH2:28][N:29]2[CH2:32][CH:31]([C:33]([O:35]C)=[O:34])[CH2:30]2)[S:6][C:7]=1[C:8]1[N:12]=[C:11]([C:13]2[CH:18]=[CH:17][C:16]([O:19][C:20]3[CH:25]=[CH:24][CH:23]=[C:22]([F:26])[CH:21]=3)=[C:15]([F:27])[CH:14]=2)[O:10][N:9]=1)[CH3:2].[OH-].[Na+].